Predict the product of the given reaction. From a dataset of Forward reaction prediction with 1.9M reactions from USPTO patents (1976-2016). (1) Given the reactants C[O:2][C:3]1[CH:8]=[CH:7][C:6]([N:9]2[C:13]3[CH:14]=[CH:15][CH:16]=[CH:17][C:12]=3[N:11]=[C:10]2[C:18]2[CH:23]=[CH:22][CH:21]=[CH:20][C:19]=2[CH3:24])=[C:5]([CH3:25])[CH:4]=1.B(Br)(Br)Br, predict the reaction product. The product is: [CH3:25][C:5]1[CH:4]=[C:3]([OH:2])[CH:8]=[CH:7][C:6]=1[N:9]1[C:13]2[CH:14]=[CH:15][CH:16]=[CH:17][C:12]=2[N:11]=[C:10]1[C:18]1[CH:23]=[CH:22][CH:21]=[CH:20][C:19]=1[CH3:24]. (2) Given the reactants Br[C:2]1[CH:23]=[CH:22][C:5]([C:6]([NH:8][S:9]([C:12]2[CH:17]=[CH:16][CH:15]=[CH:14][C:13]=2[S:18](=[O:21])(=[O:20])[NH2:19])(=[O:11])=[O:10])=[O:7])=[CH:4][C:3]=1[O:24][CH3:25].[CH3:26][C:27]([CH3:40])([CH3:39])[C:28]#[C:29]B(OC(C)C)OC(C)C.C(=O)([O-])[O-].[Na+].[Na+], predict the reaction product. The product is: [CH3:26][C:27]([CH3:40])([CH3:39])[C:28]#[C:29][C:2]1[CH:23]=[CH:22][C:5]([C:6]([NH:8][S:9]([C:12]2[CH:17]=[CH:16][CH:15]=[CH:14][C:13]=2[S:18](=[O:21])(=[O:20])[NH2:19])(=[O:11])=[O:10])=[O:7])=[CH:4][C:3]=1[O:24][CH3:25]. (3) Given the reactants CC1NC(C2C=C(C=CC=2C)C(O)=O)=C(C)N=1.[C:18]([C:20]1[N:21]=[C:22]([C:37]2([CH3:41])[CH2:40][O:39][CH2:38]2)[NH:23][C:24]=1[C:25]1[C:26]([CH3:36])=[CH:27][C:28]([CH3:35])=[C:29]([CH:34]=1)[C:30]([O:32]C)=[O:31])#[N:19].CC1NC(C2C=C(C=CC=2C)C(OC)=O)=C(C)N=1, predict the reaction product. The product is: [C:18]([C:20]1[N:21]=[C:22]([C:37]2([CH3:41])[CH2:40][O:39][CH2:38]2)[NH:23][C:24]=1[C:25]1[C:26]([CH3:36])=[CH:27][C:28]([CH3:35])=[C:29]([CH:34]=1)[C:30]([OH:32])=[O:31])#[N:19].